From a dataset of Full USPTO retrosynthesis dataset with 1.9M reactions from patents (1976-2016). Predict the reactants needed to synthesize the given product. Given the product [N+:13]([C:3]1[CH:4]=[C:5]([CH:11]=[CH:12][C:2]=1[N:16]1[CH2:21][CH2:20][CH2:19][CH2:18][CH2:17]1)[C:6]([OH:8])=[O:7])([O-:15])=[O:14], predict the reactants needed to synthesize it. The reactants are: F[C:2]1[CH:12]=[CH:11][C:5]([C:6]([O:8]CC)=[O:7])=[CH:4][C:3]=1[N+:13]([O-:15])=[O:14].[NH:16]1[CH2:21][CH2:20][CH2:19][CH2:18][CH2:17]1.[OH-].[Li+].